From a dataset of Catalyst prediction with 721,799 reactions and 888 catalyst types from USPTO. Predict which catalyst facilitates the given reaction. (1) Reactant: Cl[CH2:2][C:3]1[CH:21]=[CH:20][C:6]([O:7][CH2:8][C:9]2[N:10]=[C:11]([C:15]3[O:16][CH:17]=[CH:18][CH:19]=3)[O:12][C:13]=2[CH3:14])=[C:5]([O:22][CH3:23])[CH:4]=1.[CH2:24]([N:26]1[CH:30]=[C:29]([C:31]([O:33][CH2:34][CH3:35])=[O:32])[C:28]([OH:36])=[N:27]1)[CH3:25].CN(C)C=O.[H-].[Na+]. Product: [CH2:24]([N:26]1[CH:30]=[C:29]([C:31]([O:33][CH2:34][CH3:35])=[O:32])[C:28]([O:36][CH2:2][C:3]2[CH:21]=[CH:20][C:6]([O:7][CH2:8][C:9]3[N:10]=[C:11]([C:15]4[O:16][CH:17]=[CH:18][CH:19]=4)[O:12][C:13]=3[CH3:14])=[C:5]([O:22][CH3:23])[CH:4]=2)=[N:27]1)[CH3:25]. The catalyst class is: 6. (2) Product: [NH2:17][C:14]1[CH:13]=[CH:12][C:11]([C:9]([C:6]2[CH:7]=[CH:8][C:3]([N:2]([CH3:20])[CH3:1])=[CH:4][CH:5]=2)=[O:10])=[CH:16][CH:15]=1. Reactant: [CH3:1][N:2]([CH3:20])[C:3]1[CH:8]=[CH:7][C:6]([C:9]([C:11]2[CH:16]=[CH:15][C:14]([N+:17]([O-])=O)=[CH:13][CH:12]=2)=[O:10])=[CH:5][CH:4]=1.[Sn](Cl)(Cl)(Cl)Cl. The catalyst class is: 8. (3) Reactant: [CH2:1]([O:8][C:9]([CH:11]1[C:17](=[C:18]2[CH2:22][CH:21]([CH2:23]I)[O:20][C:19]2=[O:25])[O:16][C@H:15]2[N:12]1[C:13](=[O:26])[CH2:14]2)=[O:10])[C:2]1[CH:7]=[CH:6][CH:5]=[CH:4][CH:3]=1.[N-:27]=[N+:28]=[N-:29].C([N+](CCCC)(CCCC)CCCC)CCC. Product: [CH2:1]([O:8][C:9]([CH:11]1[C:17](=[C:18]2[CH2:22][CH:21]([CH2:23][N:27]=[N+:28]=[N-:29])[O:20][C:19]2=[O:25])[O:16][C@H:15]2[N:12]1[C:13](=[O:26])[CH2:14]2)=[O:10])[C:2]1[CH:7]=[CH:6][CH:5]=[CH:4][CH:3]=1. The catalyst class is: 7.